This data is from Reaction yield outcomes from USPTO patents with 853,638 reactions. The task is: Predict the reaction yield, written as a fraction of the theoretical maximum amount of product (1.0 means a 100% yield; for example, 0.34 means a 34% yield). (1) The reactants are [CH3:1][C:2]1[CH:7]=[C:6]([CH3:8])[CH:5]=[C:4]([CH3:9])[C:3]=1[OH:10].[H-].[Na+].[CH2:13]([N:20]1[C:24]2[N:25]=[C:26]([NH2:30])[N:27]=[C:28](Cl)[C:23]=2[CH:22]=[CH:21]1)[C:14]1[CH:19]=[CH:18][CH:17]=[CH:16][CH:15]=1. The catalyst is CN1C=CC=CC1=O. The product is [CH2:13]([N:20]1[C:24]2[N:25]=[C:26]([NH2:30])[N:27]=[C:28]([O:10][C:3]3[C:4]([CH3:9])=[CH:5][C:6]([CH3:8])=[CH:7][C:2]=3[CH3:1])[C:23]=2[CH:22]=[CH:21]1)[C:14]1[CH:15]=[CH:16][CH:17]=[CH:18][CH:19]=1. The yield is 0.770. (2) The reactants are [OH:1][CH:2]([C:13]1[CH:18]=[CH:17][CH:16]=[CH:15][CH:14]=1)[C:3]1([C:6]([O:8]C(C)(C)C)=[O:7])[CH2:5][CH2:4]1.[OH-].[Na+]. The catalyst is C1COCC1.CO.Cl. The product is [OH:1][CH:2]([C:13]1[CH:14]=[CH:15][CH:16]=[CH:17][CH:18]=1)[C:3]1([C:6]([OH:8])=[O:7])[CH2:5][CH2:4]1. The yield is 0.810. (3) The reactants are [OH-].[Na+].[OH:3][CH:4]1[CH2:9][CH2:8][CH2:7][N:6]([C:10]2[CH:11]=[CH:12][C:13]([CH3:31])=[C:14]([CH:30]=2)[C:15]([NH:17][C:18]2[C:19]([CH3:29])=[C:20]([CH:25]=[CH:26][C:27]=2[CH3:28])[C:21]([O:23]C)=[O:22])=[O:16])[CH2:5]1.CO. The catalyst is C1COCC1. The product is [OH:3][CH:4]1[CH2:9][CH2:8][CH2:7][N:6]([C:10]2[CH:11]=[CH:12][C:13]([CH3:31])=[C:14]([CH:30]=2)[C:15]([NH:17][C:18]2[C:19]([CH3:29])=[C:20]([CH:25]=[CH:26][C:27]=2[CH3:28])[C:21]([OH:23])=[O:22])=[O:16])[CH2:5]1. The yield is 0.940. (4) The reactants are [O:1]1[CH2:4][C:3](=O)[CH2:2]1.C1(P(C2C=CC=CC=2)(C2C=CC=CC=2)=[CH:13][C:14]([O:16][CH2:17][CH3:18])=[O:15])C=CC=CC=1. The catalyst is C(Cl)Cl. The product is [O:1]1[CH2:2][C:3](=[CH:13][C:14]([O:16][CH2:17][CH3:18])=[O:15])[CH2:4]1. The yield is 0.790. (5) The reactants are C([O:8][C:9]1[C:14]([CH2:15][N:16]2[C:22](=[O:23])[C:21]3[C:24]([CH3:32])=[C:25]([C:28]([NH:30][CH3:31])=[O:29])[CH:26]=[CH:27][C:20]=3[O:19][CH2:18][CH2:17]2)=[C:13]([CH3:33])[CH:12]=[C:11]([CH3:34])[N:10]=1)C1C=CC=CC=1.[CH3:35]O. The catalyst is [Pd]. The product is [CH3:33][C:13]1[CH:12]=[C:11]([CH3:34])[NH:10][C:9](=[O:8])[C:14]=1[CH2:15][N:16]1[C:22](=[O:23])[C:21]2[C:24]([CH3:32])=[C:25]([C:28]([N:30]([CH3:31])[CH3:35])=[O:29])[CH:26]=[CH:27][C:20]=2[O:19][CH2:18][CH2:17]1. The yield is 0.940. (6) The reactants are [Cl:1][C:2]1[C:3]([CH3:12])=[C:4]([S:8](Cl)(=[O:10])=[O:9])[CH:5]=[CH:6][CH:7]=1.[NH2:13][C:14]1[N:19]=[C:18]([CH2:20][C:21]([O:23][CH2:24][CH3:25])=[O:22])[CH:17]=[CH:16][CH:15]=1. The catalyst is N1C=CC=CC=1. The product is [Cl:1][C:2]1[C:3]([CH3:12])=[C:4]([S:8]([NH:13][C:14]2[N:19]=[C:18]([CH2:20][C:21]([O:23][CH2:24][CH3:25])=[O:22])[CH:17]=[CH:16][CH:15]=2)(=[O:10])=[O:9])[CH:5]=[CH:6][CH:7]=1. The yield is 0.750. (7) The reactants are [Cl:1][C:2]1[CH:3]=[CH:4][C:5]2[CH2:11][NH:10][CH2:9][CH:8]([CH:12]3[CH2:15][C:14]([F:17])([F:16])[CH2:13]3)[O:7][C:6]=2[N:18]=1.C=O.[C:21](O[BH-](OC(=O)C)OC(=O)C)(=O)C.[Na+]. The catalyst is CO. The product is [Cl:1][C:2]1[CH:3]=[CH:4][C:5]2[CH2:11][N:10]([CH3:21])[CH2:9][CH:8]([CH:12]3[CH2:13][C:14]([F:17])([F:16])[CH2:15]3)[O:7][C:6]=2[N:18]=1. The yield is 0.910. (8) The reactants are [CH2:1]([N:3]1[C:12](=[O:13])[C:11]2[C:6](=[CH:7][CH:8]=[C:9]([N+:14]([O-])=O)[CH:10]=2)[N:5]([CH2:17][C:18]#[N:19])[C:4]1=[O:20])[CH3:2].[Sn](Cl)Cl. The catalyst is C(O)C. The product is [NH2:14][C:9]1[CH:10]=[C:11]2[C:6](=[CH:7][CH:8]=1)[N:5]([CH2:17][C:18]#[N:19])[C:4](=[O:20])[N:3]([CH2:1][CH3:2])[C:12]2=[O:13]. The yield is 0.870. (9) The reactants are [Cl-].O[NH3+:3].[C:4](=[O:7])([O-])[OH:5].[Na+].CS(C)=O.[CH2:13]([C:17]1[N:18]=[C:19]([CH3:50])[N:20]([C:39]2[CH:40]=[CH:41][C:42]3[O:46][C:45]([CH3:48])([CH3:47])[CH2:44][C:43]=3[CH:49]=2)[C:21](=[O:38])[C:22]=1[CH2:23][C:24]1[CH:29]=[CH:28][C:27]([C:30]2[C:31]([C:36]#[N:37])=[CH:32][CH:33]=[CH:34][CH:35]=2)=[CH:26][CH:25]=1)[CH2:14][CH2:15][CH3:16]. The catalyst is O.C(OCC)(=O)C. The product is [CH2:13]([C:17]1[N:18]=[C:19]([CH3:50])[N:20]([C:39]2[CH:40]=[CH:41][C:42]3[O:46][C:45]([CH3:48])([CH3:47])[CH2:44][C:43]=3[CH:49]=2)[C:21](=[O:38])[C:22]=1[CH2:23][C:24]1[CH:25]=[CH:26][C:27]([C:30]2[CH:35]=[CH:34][CH:33]=[CH:32][C:31]=2[C:36]2[NH:3][C:4](=[O:7])[O:5][N:37]=2)=[CH:28][CH:29]=1)[CH2:14][CH2:15][CH3:16]. The yield is 0.610. (10) The reactants are N1C=NN=N1.[C:6]([O:10][P:11](N(C(C)C)C(C)C)[O:12][C:13]([CH3:16])([CH3:15])[CH3:14])([CH3:9])([CH3:8])[CH3:7].[OH:24][C:25]1[CH:30]=[CH:29][C:28]([C:31]2[CH:36]=[CH:35][C:34]([CH2:37][CH2:38][C@@:39]([CH3:49])([S:45]([CH3:48])(=[O:47])=[O:46])[C:40]([O:42][CH2:43][CH3:44])=[O:41])=[CH:33][CH:32]=2)=[CH:27][CH:26]=1.S([O-])([O-])=[O:51].[Na+].[Na+]. The yield is 0.910. The product is [C:13]([O:12][P:11]([O:24][C:25]1[CH:30]=[CH:29][C:28]([C:31]2[CH:36]=[CH:35][C:34]([CH2:37][CH2:38][C@@:39]([CH3:49])([S:45]([CH3:48])(=[O:47])=[O:46])[C:40]([O:42][CH2:43][CH3:44])=[O:41])=[CH:33][CH:32]=2)=[CH:27][CH:26]=1)([O:10][C:6]([CH3:7])([CH3:8])[CH3:9])=[O:51])([CH3:14])([CH3:15])[CH3:16]. The catalyst is O1CCCC1.